Dataset: Forward reaction prediction with 1.9M reactions from USPTO patents (1976-2016). Task: Predict the product of the given reaction. Given the reactants [CH2:1]([O:3][C:4](=[O:17])[C:5]([O:8][C:9]1[CH:14]=[CH:13][C:12]([OH:15])=[CH:11][C:10]=1[CH3:16])([CH3:7])[CH3:6])[CH3:2].[C:18]([C:20]1[CH:21]=[C:22](B(O)O)[CH:23]=[CH:24][CH:25]=1)#[N:19].N1C=CC=CC=1, predict the reaction product. The product is: [CH2:1]([O:3][C:4](=[O:17])[C:5]([O:8][C:9]1[CH:14]=[CH:13][C:12]([O:15][C:24]2[CH:23]=[CH:22][CH:21]=[C:20]([C:18]#[N:19])[CH:25]=2)=[CH:11][C:10]=1[CH3:16])([CH3:6])[CH3:7])[CH3:2].